From a dataset of TCR-epitope binding with 47,182 pairs between 192 epitopes and 23,139 TCRs. Binary Classification. Given a T-cell receptor sequence (or CDR3 region) and an epitope sequence, predict whether binding occurs between them. (1) Result: 1 (the TCR binds to the epitope). The TCR CDR3 sequence is CSAQPGQENIQYF. The epitope is IPSINVHHY. (2) Result: 1 (the TCR binds to the epitope). The TCR CDR3 sequence is CASSKRASGGDTQYF. The epitope is PROT_97E67BCC. (3) The epitope is KPLEFGATSAAL. The TCR CDR3 sequence is CASSYEGTSGTPPYNEQFF. Result: 1 (the TCR binds to the epitope). (4) The epitope is LPRRSGAAGA. The TCR CDR3 sequence is CASSLGAAVREQYF. Result: 1 (the TCR binds to the epitope). (5) The epitope is LEPLVDLPI. The TCR CDR3 sequence is CASSQVLSGSVYNSPLHF. Result: 1 (the TCR binds to the epitope). (6) The epitope is TSNQVAVLY. Result: 0 (the TCR does not bind to the epitope). The TCR CDR3 sequence is CASSQEFPPNTEAFF. (7) The epitope is LEPLVDLPI. The TCR CDR3 sequence is CASSPLANGGGGIEQYF. Result: 1 (the TCR binds to the epitope).